This data is from Forward reaction prediction with 1.9M reactions from USPTO patents (1976-2016). The task is: Predict the product of the given reaction. Given the reactants [Si:1]([O:8][C@@H:9]1[C@H:13]([CH2:14][O:15][Si](C(C)(C)C)(C)C)[CH2:12][C@@H:11]([N:23]2[C:27]3[N:28]=[CH:29][N:30]=[C:31]([Cl:32])[C:26]=3[CH:25]=[CH:24]2)[CH2:10]1)([C:4]([CH3:7])([CH3:6])[CH3:5])([CH3:3])[CH3:2].Cl.[C:34](=O)(O)[O-].[Na+], predict the reaction product. The product is: [Si:1]([O:8][C@H:9]1[CH2:10][C@H:11]([N:23]2[C:27]3[N:28]=[C:29]([CH3:34])[N:30]=[C:31]([Cl:32])[C:26]=3[CH:25]=[CH:24]2)[CH2:12][C@H:13]1[CH2:14][OH:15])([C:4]([CH3:7])([CH3:5])[CH3:6])([CH3:3])[CH3:2].